This data is from NCI-60 drug combinations with 297,098 pairs across 59 cell lines. The task is: Regression. Given two drug SMILES strings and cell line genomic features, predict the synergy score measuring deviation from expected non-interaction effect. (1) Drug 1: C1C(C(OC1N2C=NC3=C(N=C(N=C32)Cl)N)CO)O. Drug 2: COC1=NC(=NC2=C1N=CN2C3C(C(C(O3)CO)O)O)N. Cell line: MDA-MB-231. Synergy scores: CSS=23.8, Synergy_ZIP=2.23, Synergy_Bliss=2.41, Synergy_Loewe=-21.1, Synergy_HSA=0.175. (2) Drug 1: C1=C(C(=O)NC(=O)N1)N(CCCl)CCCl. Drug 2: C1=C(C(=O)NC(=O)N1)F. Cell line: RXF 393. Synergy scores: CSS=40.7, Synergy_ZIP=2.37, Synergy_Bliss=1.34, Synergy_Loewe=3.10, Synergy_HSA=5.80. (3) Drug 1: CC12CCC(CC1=CCC3C2CCC4(C3CC=C4C5=CN=CC=C5)C)O. Drug 2: C1=C(C(=O)NC(=O)N1)N(CCCl)CCCl. Cell line: T-47D. Synergy scores: CSS=17.9, Synergy_ZIP=-9.06, Synergy_Bliss=1.90, Synergy_Loewe=-2.65, Synergy_HSA=2.23. (4) Drug 1: CCCCC(=O)OCC(=O)C1(CC(C2=C(C1)C(=C3C(=C2O)C(=O)C4=C(C3=O)C=CC=C4OC)O)OC5CC(C(C(O5)C)O)NC(=O)C(F)(F)F)O. Drug 2: C1=CN(C=N1)CC(O)(P(=O)(O)O)P(=O)(O)O. Cell line: MALME-3M. Synergy scores: CSS=2.67, Synergy_ZIP=-1.60, Synergy_Bliss=-2.62, Synergy_Loewe=-0.742, Synergy_HSA=-1.16. (5) Drug 1: CC1C(C(CC(O1)OC2CC(CC3=C2C(=C4C(=C3O)C(=O)C5=C(C4=O)C(=CC=C5)OC)O)(C(=O)C)O)N)O.Cl. Drug 2: CC1=C(C=C(C=C1)NC(=O)C2=CC=C(C=C2)CN3CCN(CC3)C)NC4=NC=CC(=N4)C5=CN=CC=C5. Cell line: NCIH23. Synergy scores: CSS=17.0, Synergy_ZIP=3.10, Synergy_Bliss=5.10, Synergy_Loewe=6.03, Synergy_HSA=6.46. (6) Drug 2: CNC(=O)C1=NC=CC(=C1)OC2=CC=C(C=C2)NC(=O)NC3=CC(=C(C=C3)Cl)C(F)(F)F. Cell line: OVCAR-4. Synergy scores: CSS=-4.99, Synergy_ZIP=2.61, Synergy_Bliss=0.394, Synergy_Loewe=-5.56, Synergy_HSA=-5.48. Drug 1: CC1=C(C=C(C=C1)NC(=O)C2=CC=C(C=C2)CN3CCN(CC3)C)NC4=NC=CC(=N4)C5=CN=CC=C5. (7) Cell line: SK-MEL-28. Synergy scores: CSS=-4.66, Synergy_ZIP=0.508, Synergy_Bliss=-4.45, Synergy_Loewe=-15.0, Synergy_HSA=-11.1. Drug 1: CS(=O)(=O)C1=CC(=C(C=C1)C(=O)NC2=CC(=C(C=C2)Cl)C3=CC=CC=N3)Cl. Drug 2: C1=NC2=C(N1)C(=S)N=CN2.